Dataset: Reaction yield outcomes from USPTO patents with 853,638 reactions. Task: Predict the reaction yield, written as a fraction of the theoretical maximum amount of product (1.0 means a 100% yield; for example, 0.34 means a 34% yield). (1) The reactants are [Cl:1][C:2]1[CH:35]=[CH:34][C:5]([CH2:6][N:7]2[C:12](=[N:13][C:14]3[CH:19]=[CH:18][C:17]([O:20][CH:21]([CH3:23])[CH3:22])=[C:16]([Cl:24])[CH:15]=3)[NH:11][C:10](=[O:25])[N:9]([CH2:26][C:27]3([CH2:31][OH:32])[CH2:30][O:29][CH2:28]3)[C:8]2=[O:33])=[CH:4][CH:3]=1.CC(C)=[O:38].OS(O)(=O)=O.O=[Cr](=O)=O.C(O)(C)C.O. The catalyst is CC(C)=O. The product is [Cl:1][C:2]1[CH:3]=[CH:4][C:5]([CH2:6][N:7]2[C:12](=[N:13][C:14]3[CH:19]=[CH:18][C:17]([O:20][CH:21]([CH3:23])[CH3:22])=[C:16]([Cl:24])[CH:15]=3)[NH:11][C:10](=[O:25])[N:9]([CH2:26][C:27]3([C:31]([OH:38])=[O:32])[CH2:30][O:29][CH2:28]3)[C:8]2=[O:33])=[CH:34][CH:35]=1. The yield is 0.160. (2) The reactants are [NH2:1][C:2]1[CH:3]=[CH:4][C:5]([Cl:11])=[C:6]([CH:10]=1)[C:7]([OH:9])=[O:8].[CH3:12][C:13]1[O:17][N:16]=[C:15]([C:18](Cl)=[O:19])[CH:14]=1. The catalyst is C(Cl)Cl. The product is [CH3:12][C:13]1[O:17][N:16]=[C:15]([C:18]([NH:1][C:2]2[CH:3]=[CH:4][C:5]([Cl:11])=[C:6]([CH:10]=2)[C:7]([OH:9])=[O:8])=[O:19])[CH:14]=1. The yield is 0.570. (3) The reactants are [Si:1]([O:8][C:9]1[CH:10]=[C:11]([NH:16][C:17](=[O:28])[C:18]2[CH:23]=[CH:22][C:21]([C:24]([CH3:27])([CH3:26])[CH3:25])=[CH:20][CH:19]=2)[C:12]([NH2:15])=[CH:13][CH:14]=1)([C:4]([CH3:7])([CH3:6])[CH3:5])([CH3:3])[CH3:2].[Cl:29][C:30]1[C:38]2[C:33](=[CH:34][C:35]([C:39](O)=[O:40])=[CH:36][CH:37]=2)[NH:32][CH:31]=1. No catalyst specified. The product is [Si:1]([O:8][C:9]1[CH:10]=[C:11]([NH:16][C:17](=[O:28])[C:18]2[CH:23]=[CH:22][C:21]([C:24]([CH3:27])([CH3:26])[CH3:25])=[CH:20][CH:19]=2)[C:12]([NH:15][C:39]([C:35]2[CH:34]=[C:33]3[C:38]([C:30]([Cl:29])=[CH:31][NH:32]3)=[CH:37][CH:36]=2)=[O:40])=[CH:13][CH:14]=1)([C:4]([CH3:7])([CH3:6])[CH3:5])([CH3:3])[CH3:2]. The yield is 0.720. (4) The reactants are [N+:1]([C:4]1[CH:9]=[CH:8][C:7]([C:10]2([C:13]([O:15][CH3:16])=[O:14])[CH2:12][CH2:11]2)=[CH:6][CH:5]=1)([O-])=O. The catalyst is CO.[Ni]. The product is [NH2:1][C:4]1[CH:5]=[CH:6][C:7]([C:10]2([C:13]([O:15][CH3:16])=[O:14])[CH2:12][CH2:11]2)=[CH:8][CH:9]=1. The yield is 0.660. (5) The reactants are [F:1][CH:2]([F:11])[O:3][C:4]1[C:5]([OH:10])=[N:6][CH:7]=[CH:8][CH:9]=1.C([O-])(=O)C.[Na+].[Br:17]Br. The catalyst is C(O)(=O)C. The product is [Br:17][C:8]1[CH:9]=[C:4]([O:3][CH:2]([F:1])[F:11])[C:5]([OH:10])=[N:6][CH:7]=1. The yield is 0.550.